From a dataset of TCR-epitope binding with 47,182 pairs between 192 epitopes and 23,139 TCRs. Binary Classification. Given a T-cell receptor sequence (or CDR3 region) and an epitope sequence, predict whether binding occurs between them. (1) The epitope is ELAGIGILTV. The TCR CDR3 sequence is CASSLNDFYEQYF. Result: 1 (the TCR binds to the epitope). (2) The epitope is KLSYGIATV. The TCR CDR3 sequence is CAPSSEGTYNSPLHF. Result: 1 (the TCR binds to the epitope). (3) The epitope is RQLLFVVEV. The TCR CDR3 sequence is CASSYTGVEQYF. Result: 1 (the TCR binds to the epitope). (4) The epitope is NLVPMVATV. The TCR CDR3 sequence is CASSRGAGELFF. Result: 1 (the TCR binds to the epitope).